This data is from Reaction yield outcomes from USPTO patents with 853,638 reactions. The task is: Predict the reaction yield, written as a fraction of the theoretical maximum amount of product (1.0 means a 100% yield; for example, 0.34 means a 34% yield). The yield is 0.580. No catalyst specified. The product is [Cl:16][CH2:15][CH2:14][CH2:13][O:12][C:9]1[CH:10]=[C:11]2[C:6](=[CH:7][C:8]=1[O:17][CH3:18])[N:5]=[CH:4][N:3]=[C:2]2[NH:19][C:20]1[C:25]([Cl:26])=[CH:24][N:23]=[C:22]2[O:27][CH2:28][O:29][C:21]=12. The reactants are Cl[C:2]1[C:11]2[C:6](=[CH:7][C:8]([O:17][CH3:18])=[C:9]([O:12][CH2:13][CH2:14][CH2:15][Cl:16])[CH:10]=2)[N:5]=[CH:4][N:3]=1.[NH2:19][C:20]1[C:25]([Cl:26])=[CH:24][N:23]=[C:22]2[O:27][CH2:28][O:29][C:21]=12.